From a dataset of Full USPTO retrosynthesis dataset with 1.9M reactions from patents (1976-2016). Predict the reactants needed to synthesize the given product. (1) Given the product [Br:16][C:13]1[CH:14]=[CH:15][C:8]([N:5]2[CH2:6][CH2:7][N:2]([CH3:1])[CH2:3][CH2:4]2)=[CH:9][C:10]=1[CH:11]=[O:12], predict the reactants needed to synthesize it. The reactants are: [CH3:1][N:2]1[CH2:7][CH2:6][N:5]([C:8]2[CH:9]=[C:10]([CH:13]=[CH:14][CH:15]=2)[CH:11]=[O:12])[CH2:4][CH2:3]1.[Br:16]N1C(=O)CCC1=O. (2) Given the product [Cl:1][C:2]1[CH:3]=[C:4]([NH:8][C:9](=[O:10])[NH:11][C:12]2[CH:17]=[CH:16][C:15]([C:18]3[O:22][C:21]([C:23]([NH:25][C@@H:26]([CH:31]([CH3:33])[CH3:32])[C:27]([O:29][CH3:30])=[O:28])=[O:24])=[N:20][CH:19]=3)=[CH:14][CH:13]=2)[CH:5]=[CH:6][CH:7]=1, predict the reactants needed to synthesize it. The reactants are: [Cl:1][C:2]1[CH:7]=[CH:6][CH:5]=[C:4]([N:8]=[C:9]=[O:10])[CH:3]=1.[NH2:11][C:12]1[CH:17]=[CH:16][C:15]([C:18]2[O:22][C:21]([C:23]([NH:25][CH:26]([CH:31]([CH3:33])[CH3:32])[C:27]([O:29][CH3:30])=[O:28])=[O:24])=[N:20][CH:19]=2)=[CH:14][CH:13]=1. (3) Given the product [S:1]([C:5]1[CH:11]=[CH:10][C:8]([CH3:9])=[CH:7][CH:6]=1)([OH:4])(=[O:3])=[O:2].[CH3:15][CH:16]([NH:18][C:19]([CH3:24])([CH:21]([CH3:23])[CH3:22])[CH3:20])[CH3:17], predict the reactants needed to synthesize it. The reactants are: [S:1]([C:5]1[CH:11]=[CH:10][C:8]([CH3:9])=[CH:7][CH:6]=1)([OH:4])(=[O:3])=[O:2].C(O)C.[CH3:15][CH:16]([NH:18][C:19]([CH3:24])([CH:21]([CH3:23])[CH3:22])[CH3:20])[CH3:17]. (4) The reactants are: [CH2:1]([O:8][C:9]([N:11]1[CH2:18][CH2:17][C:13]2([O:15][CH:14]2[CH3:16])[CH2:12]1)=[O:10])[C:2]1[CH:7]=[CH:6][CH:5]=[CH:4][CH:3]=1.N1C=CC=CC=1.[FH:25]. Given the product [CH2:1]([O:8][C:9]([N:11]1[CH2:18][CH2:17][C:13]([F:25])([CH:14]([OH:15])[CH3:16])[CH2:12]1)=[O:10])[C:2]1[CH:7]=[CH:6][CH:5]=[CH:4][CH:3]=1, predict the reactants needed to synthesize it. (5) Given the product [Br:1][C:2]1[C:3]([CH:8]([F:10])[F:9])=[N:4][N:5]([CH:28]2[CH2:29][CH2:30][CH2:31][CH2:32][O:27]2)[C:6]=1[CH3:7], predict the reactants needed to synthesize it. The reactants are: [Br:1][C:2]1[C:3]([CH:8]([F:10])[F:9])=[N:4][NH:5][C:6]=1[CH3:7].C(Cl)(Cl)Cl.O.C1(C)C=CC(S(O)(=O)=O)=CC=1.[O:27]1[CH:32]=[CH:31][CH2:30][CH2:29][CH2:28]1.